This data is from Reaction yield outcomes from USPTO patents with 853,638 reactions. The task is: Predict the reaction yield, written as a fraction of the theoretical maximum amount of product (1.0 means a 100% yield; for example, 0.34 means a 34% yield). (1) The reactants are [NH:1]1[CH2:6][CH2:5][CH2:4][C@H:3]([C:7]2[CH:8]=[CH:9][C:10]([CH3:18])=[C:11]([CH:17]=2)[C:12]([O:14][CH2:15][CH3:16])=[O:13])[CH2:2]1.C(O)(=O)[C@H]([C@@H](C(O)=O)O)O.CN(C)CCCN=C=NCC.[CH3:40][C:41]1[N:42]=[C:43]([C:49]2[CH:54]=[CH:53][C:52]([C:55]([F:58])([F:57])[F:56])=[CH:51][CH:50]=2)[S:44][C:45]=1[C:46](O)=[O:47]. The catalyst is C(OCC)(=O)C.C(OCC)C. The product is [CH2:15]([O:14][C:12](=[O:13])[C:11]1[CH:17]=[C:7]([C@H:3]2[CH2:4][CH2:5][CH2:6][N:1]([C:46]([C:45]3[S:44][C:43]([C:49]4[CH:50]=[CH:51][C:52]([C:55]([F:58])([F:56])[F:57])=[CH:53][CH:54]=4)=[N:42][C:41]=3[CH3:40])=[O:47])[CH2:2]2)[CH:8]=[CH:9][C:10]=1[CH3:18])[CH3:16]. The yield is 0.950. (2) The reactants are [NH2:1][C:2]1[CH:28]=[CH:27][C:5]([O:6][C:7]2[C:16]3[C:11](=[CH:12][C:13]([O:19][CH2:20][C:21]4[CH:26]=[CH:25][CH:24]=[CH:23][CH:22]=4)=[C:14]([C:17]#[N:18])[CH:15]=3)[N:10]=[CH:9][CH:8]=2)=[CH:4][CH:3]=1.[F:29][C:30]1[CH:35]=[CH:34][C:33]([N:36]=[C:37]=[O:38])=[CH:32][CH:31]=1. The catalyst is C1(C)C=CC=CC=1.C(#N)C. The product is [CH2:20]([O:19][C:13]1[CH:12]=[C:11]2[C:16]([C:7]([O:6][C:5]3[CH:4]=[CH:3][C:2]([NH:1][C:37]([NH:36][C:33]4[CH:34]=[CH:35][C:30]([F:29])=[CH:31][CH:32]=4)=[O:38])=[CH:28][CH:27]=3)=[CH:8][CH:9]=[N:10]2)=[CH:15][C:14]=1[C:17]#[N:18])[C:21]1[CH:26]=[CH:25][CH:24]=[CH:23][CH:22]=1. The yield is 0.919. (3) The reactants are [N:1]1[CH:6]=[CH:5][CH:4]=[CH:3][C:2]=1[CH2:7][O:8][CH2:9][C:10]1[CH:11]=[C:12]([N:16]2[C:20]3[CH:21]=[CH:22][C:23]([CH:25]=O)=[CH:24][C:19]=3[N:18]=[CH:17]2)[CH:13]=[CH:14][CH:15]=1.N1C=CC=CC=1.Cl.[NH2:34][OH:35]. The catalyst is C(O)C. The product is [N:1]1[CH:6]=[CH:5][CH:4]=[CH:3][C:2]=1[CH2:7][O:8][CH2:9][C:10]1[CH:11]=[C:12]([N:16]2[C:20]3[CH:21]=[CH:22][C:23]([CH:25]=[N:34][OH:35])=[CH:24][C:19]=3[N:18]=[CH:17]2)[CH:13]=[CH:14][CH:15]=1. The yield is 0.780. (4) The reactants are O.[NH2:2][NH2:3].Cl[C:5]1[CH:13]=[CH:12][C:11]([N+:14]([O-:16])=[O:15])=[CH:10][C:6]=1[C:7](O)=[O:8].Cl. The catalyst is C(O)C. The product is [N+:14]([C:11]1[CH:10]=[C:6]2[C:5](=[CH:13][CH:12]=1)[NH:3][NH:2][C:7]2=[O:8])([O-:16])=[O:15]. The yield is 0.270. (5) The reactants are [CH2:1]([C@H:8]([NH:28][C:29]([C@@H:31]([NH:36][C:37](=[O:40])[O:38][CH3:39])[C@@H:32]([CH3:35])[CH2:33][CH3:34])=[O:30])[C@@H:9]([OH:27])[CH2:10][C@@H:11]([NH:19]C(OC(C)(C)C)=O)[CH2:12][C:13]1[CH:18]=[CH:17][CH:16]=[CH:15][CH:14]=1)[C:2]1[CH:7]=[CH:6][CH:5]=[CH:4][CH:3]=1.Cl. The catalyst is C1COCC1. The product is [NH2:19][C@@H:11]([CH2:12][C:13]1[CH:14]=[CH:15][CH:16]=[CH:17][CH:18]=1)[CH2:10][C@H:9]([OH:27])[C@@H:8]([NH:28][C:29]([C@@H:31]([NH:36][C:37](=[O:40])[O:38][CH3:39])[C@@H:32]([CH3:35])[CH2:33][CH3:34])=[O:30])[CH2:1][C:2]1[CH:7]=[CH:6][CH:5]=[CH:4][CH:3]=1. The yield is 0.610. (6) The yield is 0.0410. The catalyst is ClCCl.C1C=CC([P]([Pd]([P](C2C=CC=CC=2)(C2C=CC=CC=2)C2C=CC=CC=2)([P](C2C=CC=CC=2)(C2C=CC=CC=2)C2C=CC=CC=2)[P](C2C=CC=CC=2)(C2C=CC=CC=2)C2C=CC=CC=2)(C2C=CC=CC=2)C2C=CC=CC=2)=CC=1. The product is [N:1]1[CH:6]=[CH:5][CH:4]=[CH:3][C:2]=1[C:7]1[N:11]=[C:10]([C:12]2[C:13]([C:27]3[CH:28]=[N:29][CH:30]=[CH:31][CH:32]=3)=[CH:14][N:15]=[CH:16][C:17]=2[O:18][CH3:19])[O:9][N:8]=1. The reactants are [N:1]1[CH:6]=[CH:5][CH:4]=[CH:3][C:2]=1[C:7]1[N:11]=[C:10]([C:12]2[C:17]([O:18][CH3:19])=[CH:16][N:15]=[CH:14][C:13]=2Cl)[O:9][N:8]=1.B1([C:27]2[CH:32]=[CH:31][CH:30]=[N:29][CH:28]=2)OCCCO1.COCCOC.C(=O)([O-])[O-].[Na+].[Na+]. (7) The product is [CH2:1]([O:8][C:9]1[CH:14]=[C:13]([O:15][CH2:26][CH2:25][O:24][CH3:23])[CH:12]=[CH:11][C:10]=1/[CH:16]=[CH:17]/[C:18]([O:20][CH2:21][CH3:22])=[O:19])[C:2]1[CH:3]=[CH:4][CH:5]=[CH:6][CH:7]=1. The reactants are [CH2:1]([O:8][C:9]1[CH:14]=[C:13]([OH:15])[CH:12]=[CH:11][C:10]=1/[CH:16]=[CH:17]/[C:18]([O:20][CH2:21][CH3:22])=[O:19])[C:2]1[CH:7]=[CH:6][CH:5]=[CH:4][CH:3]=1.[CH3:23][O:24][CH2:25][CH2:26]O.C(P(CCCC)CCCC)CCC.N(C(N1CCCCC1)=O)=NC(N1CCCCC1)=O. The catalyst is O1CCCC1. The yield is 0.830. (8) The yield is 0.280. The reactants are [CH3:1][C:2]1([C:5]2[NH:6][C:7]3[C:12]([CH:13]=2)=[CH:11][C:10]([N+:14]([O-])=O)=[CH:9][CH:8]=3)[CH2:4][CH2:3]1. The catalyst is CCO.[Ni]. The product is [CH3:1][C:2]1([C:5]2[NH:6][C:7]3[C:12]([CH:13]=2)=[CH:11][C:10]([NH2:14])=[CH:9][CH:8]=3)[CH2:4][CH2:3]1.